From a dataset of Forward reaction prediction with 1.9M reactions from USPTO patents (1976-2016). Predict the product of the given reaction. (1) Given the reactants [F:1][C:2]1[CH:3]=[C:4]2[C:8](=[CH:9][CH:10]=1)[NH:7][C:6](=[O:11])[C:5]2=[O:12].[C:13]([O-])([O-])=O.[K+].[K+].C([O:22][CH2:23][CH3:24])(=O)C, predict the reaction product. The product is: [F:1][C:2]1[CH:3]=[C:4]2[C:8](=[CH:9][CH:10]=1)[NH:7][C:6](=[O:11])[C:5]2([OH:12])[CH2:13][C:23](=[O:22])[CH3:24]. (2) Given the reactants [Br:1][C:2]1[CH:7]=[CH:6][C:5]([C:8]2[C:28](=[O:29])[N:27]([CH3:30])[C:11]3[N:12]([CH3:26])[C:13]4[C:18]([C:10]=3[CH:9]=2)=[CH:17][C:16]([C:19]2[S:20][CH:21]=[C:22]([CH2:24]Cl)[N:23]=2)=[CH:15][CH:14]=4)=[CH:4][CH:3]=1.[N-:31]=[N+:32]=[N-:33].[Na+].O, predict the reaction product. The product is: [N:31]([CH2:24][C:22]1[N:23]=[C:19]([C:16]2[CH:17]=[C:18]3[C:13](=[CH:14][CH:15]=2)[N:12]([CH3:26])[C:11]2[N:27]([CH3:30])[C:28](=[O:29])[C:8]([C:5]4[CH:6]=[CH:7][C:2]([Br:1])=[CH:3][CH:4]=4)=[CH:9][C:10]3=2)[S:20][CH:21]=1)=[N+:32]=[N-:33]. (3) Given the reactants [CH3:1][C:2]1[CH:3]=[N:4][C:5]2[CH2:6][CH2:7][CH2:8][CH2:9][C:10]=2[CH:11]=1.OO.[C:14]([OH:17])(=[O:16])[CH3:15], predict the reaction product. The product is: [C:14]([O:17][CH:6]1[C:5]2[N:4]=[CH:3][C:2]([CH3:1])=[CH:11][C:10]=2[CH2:9][CH2:8][CH2:7]1)(=[O:16])[CH3:15]. (4) Given the reactants [N:1]1[C:9]2[CH:8]=[CH:7][N:6]=[CH:5][C:4]=2[NH:3][C:2]=1[C:10]1[C:22]2[C:21]3[C:16](=[CH:17][CH:18]=[CH:19][CH:20]=3)[CH:15](O)[C:14]=2[CH:13]=[CH:12][CH:11]=1.C(N(S(F)(F)[F:30])CC)C.C(=O)([O-])O.[Na+], predict the reaction product. The product is: [F:30][CH:15]1[C:14]2[CH:13]=[CH:12][CH:11]=[C:10]([C:2]3[NH:1][C:9]4[CH:8]=[CH:7][N:6]=[CH:5][C:4]=4[N:3]=3)[C:22]=2[C:21]2[C:16]1=[CH:17][CH:18]=[CH:19][CH:20]=2. (5) The product is: [Cl:15][C:5]1[C:6]2[CH:11]=[CH:10][S:9][C:7]=2[N:8]=[C:3]([S:2][CH3:1])[N:4]=1. Given the reactants [CH3:1][S:2][C:3]1[NH:4][C:5](=O)[C:6]2[CH:11]=[CH:10][S:9][C:7]=2[N:8]=1.O=P(Cl)(Cl)[Cl:15], predict the reaction product. (6) Given the reactants CN(C)C=O.[O:6]=[C:7]1[CH2:11][N:10]([C:12]([O:14][CH2:15][C:16]2[CH:21]=[CH:20][CH:19]=[CH:18][CH:17]=2)=[O:13])[CH2:9][CH:8]1[C:22]([O:24][CH2:25][CH3:26])=[O:23].[H][H], predict the reaction product. The product is: [OH:6][C@H:7]1[CH2:11][N:10]([C:12]([O:14][CH2:15][C:16]2[CH:17]=[CH:18][CH:19]=[CH:20][CH:21]=2)=[O:13])[CH2:9][C@@H:8]1[C:22]([O:24][CH2:25][CH3:26])=[O:23].